Dataset: Forward reaction prediction with 1.9M reactions from USPTO patents (1976-2016). Task: Predict the product of the given reaction. Given the reactants [Br:1][C:2]1[C:3]([CH:17]([CH3:19])[CH3:18])=[N:4][C:5]([N:10]2[CH2:15][CH2:14][NH:13][C@H:12]([CH3:16])[CH2:11]2)=[C:6]([CH:9]=1)[C:7]#[N:8].[CH3:20][O:21][CH2:22][CH2:23][C:24](O)=[O:25].CN(C(ON1N=NC2C=CC=NC1=2)=[N+](C)C)C.F[P-](F)(F)(F)(F)F.CCN(C(C)C)C(C)C, predict the reaction product. The product is: [Br:1][C:2]1[C:3]([CH:17]([CH3:19])[CH3:18])=[N:4][C:5]([N:10]2[CH2:15][CH2:14][N:13]([C:24](=[O:25])[CH2:23][CH2:22][O:21][CH3:20])[C@H:12]([CH3:16])[CH2:11]2)=[C:6]([CH:9]=1)[C:7]#[N:8].